From a dataset of Forward reaction prediction with 1.9M reactions from USPTO patents (1976-2016). Predict the product of the given reaction. Given the reactants [Br:1][C:2]1[S:6][C:5]2[CH2:7][CH2:8][CH2:9][CH2:10][C:4]=2[C:3]=1[C:11]([OH:13])=O.S(Cl)(Cl)=O.[NH2:18][C:19]1[CH:24]=[CH:23][C:22]([CH3:25])=[CH:21][C:20]=1[SH:26], predict the reaction product. The product is: [Br:1][C:2]1[S:6][C:5]2[CH2:7][CH2:8][CH2:9][CH2:10][C:4]=2[C:3]=1[C:11]([NH:18][C:19]1[CH:24]=[CH:23][C:22]([CH3:25])=[CH:21][C:20]=1[SH:26])=[O:13].